From a dataset of Reaction yield outcomes from USPTO patents with 853,638 reactions. Predict the reaction yield, written as a fraction of the theoretical maximum amount of product (1.0 means a 100% yield; for example, 0.34 means a 34% yield). The reactants are [CH:1]([C:3]1[C:4]([OH:27])=[C:5]([O:25][CH3:26])[CH:6]=[C:7]2[C:12]=1[O:11][C:10](=[O:13])[C:9]([CH2:14][C:15]([NH:17][CH2:18][CH2:19][O:20]COC)=[O:16])=[C:8]2[CH3:24])=[O:2].Cl. The catalyst is C(Cl)(Cl)Cl. The product is [CH:1]([C:3]1[C:4]([OH:27])=[C:5]([O:25][CH3:26])[CH:6]=[C:7]2[C:12]=1[O:11][C:10](=[O:13])[C:9]([CH2:14][C:15]([NH:17][CH2:18][CH2:19][OH:20])=[O:16])=[C:8]2[CH3:24])=[O:2]. The yield is 0.113.